Dataset: Full USPTO retrosynthesis dataset with 1.9M reactions from patents (1976-2016). Task: Predict the reactants needed to synthesize the given product. (1) Given the product [F:29][C:13]([C:9]1[CH:10]=[N:11][CH:12]=[C:7]([CH2:6][O:5][Si:4]([CH:20]([CH3:22])[CH3:21])([CH:17]([CH3:19])[CH3:18])[CH:1]([CH3:3])[CH3:2])[CH:8]=1)([CH3:15])[CH3:14], predict the reactants needed to synthesize it. The reactants are: [CH:1]([Si:4]([CH:20]([CH3:22])[CH3:21])([CH:17]([CH3:19])[CH3:18])[O:5][CH2:6][C:7]1[CH:8]=[C:9]([C:13](O)([CH3:15])[CH3:14])[CH:10]=[N:11][CH:12]=1)([CH3:3])[CH3:2].C(N(S(F)(F)[F:29])CC)C. (2) Given the product [CH3:34][C:20]1[CH:21]=[C:22]([O:25][C:26]2[CH:31]=[CH:30][CH:29]=[C:28]([CH2:32][NH:33][C:11]([C:6]3[NH:7][C:8]4[C:4]([CH:5]=3)=[CH:3][C:2]([CH3:1])=[CH:10][CH:9]=4)=[O:13])[CH:27]=2)[CH:23]=[CH:24][C:19]=1[CH2:18][CH2:17][C:16]([OH:35])=[O:15], predict the reactants needed to synthesize it. The reactants are: [CH3:1][C:2]1[CH:3]=[C:4]2[C:8](=[CH:9][CH:10]=1)[NH:7][C:6]([C:11]([OH:13])=O)=[CH:5]2.C[O:15][C:16](=[O:35])[CH2:17][CH2:18][C:19]1[CH:24]=[CH:23][C:22]([O:25][C:26]2[CH:31]=[CH:30][CH:29]=[C:28]([CH2:32][NH2:33])[CH:27]=2)=[CH:21][C:20]=1[CH3:34]. (3) Given the product [C:29]([C@H:33]1[CH2:34][CH2:35][C@H:36]([NH:39][C:15]([C:14]2[N:10]([CH2:9][C:8]3[CH:27]=[CH:28][C:5]([C:3]([O:2][CH3:1])=[O:4])=[CH:6][CH:7]=3)[N:11]=[C:12]([C:18]3[CH:23]=[C:22]([F:24])[C:21]([F:25])=[C:20]([F:26])[CH:19]=3)[CH:13]=2)=[O:16])[CH2:37][CH2:38]1)([CH3:32])([CH3:30])[CH3:31], predict the reactants needed to synthesize it. The reactants are: [CH3:1][O:2][C:3]([C:5]1[CH:28]=[CH:27][C:8]([CH2:9][N:10]2[C:14]([C:15](O)=[O:16])=[CH:13][C:12]([C:18]3[CH:23]=[C:22]([F:24])[C:21]([F:25])=[C:20]([F:26])[CH:19]=3)=[N:11]2)=[CH:7][CH:6]=1)=[O:4].[C:29]([CH:33]1[CH2:38][CH2:37][CH:36]([NH2:39])[CH2:35][CH2:34]1)([CH3:32])([CH3:31])[CH3:30].C1C=NC2N(O)N=NC=2C=1.CCN(C(C)C)C(C)C.C(Cl)CCl. (4) The reactants are: [N:1]1[N:2]([C:6]2[CH:7]=[C:8]([NH:12][C:13]3[N:21]=[C:20]([NH:22][C@@H:23]4[CH2:28][CH2:27][CH2:26][CH2:25][C@@H:24]4[NH:29]C(OC(C)(C)C)=O)[C:19]([C:37]#[N:38])=[CH:18][C:14]=3[C:15]([NH2:17])=[O:16])[CH:9]=[CH:10][CH:11]=2)[N:3]=[CH:4][CH:5]=1.C([O-])([O-])=[O:40].[K+].[K+].OO.O. Given the product [N:1]1[N:2]([C:6]2[CH:7]=[C:8]([NH:12][C:13]3[C:14]([C:15]([NH2:17])=[O:16])=[CH:18][C:19]([C:37]([NH2:38])=[O:40])=[C:20]([NH:22][C@@H:23]4[CH2:28][CH2:27][CH2:26][CH2:25][C@@H:24]4[NH2:29])[N:21]=3)[CH:9]=[CH:10][CH:11]=2)[N:3]=[CH:4][CH:5]=1, predict the reactants needed to synthesize it. (5) Given the product [F:21][C:13]1[CH:14]=[C:15]([N+:18]([O-:20])=[O:19])[CH:16]=[CH:17][C:12]=1[O:11][C:8]1[CH:7]=[CH:6][N:5]=[C:4]2[CH:3]=[C:2]([C:29]#[C:28][CH2:27][N:24]([CH3:25])[CH3:22])[S:10][C:9]=12, predict the reactants needed to synthesize it. The reactants are: Br[C:2]1[S:10][C:9]2[C:4](=[N:5][CH:6]=[CH:7][C:8]=2[O:11][C:12]2[CH:17]=[CH:16][C:15]([N+:18]([O-:20])=[O:19])=[CH:14][C:13]=2[F:21])[CH:3]=1.[CH2:22]([N:24]([CH2:27][CH3:28])[CH2:25]C)C.[CH2:29]1COCC1.